From a dataset of Forward reaction prediction with 1.9M reactions from USPTO patents (1976-2016). Predict the product of the given reaction. (1) Given the reactants C(O[BH-](OC(=O)C)OC(=O)C)(=O)C.[Na+].O=[C:16]([CH3:35])[CH2:17][CH2:18][C:19]1[CH:34]=[CH:33][C:22]([O:23][C:24]2[CH:32]=[CH:31][C:27]([C:28]([NH2:30])=[O:29])=[CH:26][N:25]=2)=[CH:21][CH:20]=1.[CH2:36]([NH2:43])[C:37]1[CH:42]=[CH:41][CH:40]=[CH:39][CH:38]=1.C(O)(=O)C, predict the reaction product. The product is: [CH2:36]([NH:43][CH:16]([CH3:35])[CH2:17][CH2:18][C:19]1[CH:34]=[CH:33][C:22]([O:23][C:24]2[CH:32]=[CH:31][C:27]([C:28]([NH2:30])=[O:29])=[CH:26][N:25]=2)=[CH:21][CH:20]=1)[C:37]1[CH:42]=[CH:41][CH:40]=[CH:39][CH:38]=1. (2) Given the reactants [F:1][C:2]([F:14])([F:13])[C:3]1[CH:8]=[CH:7][CH:6]=[CH:5][C:4]=1[S:9]([O-:12])(=[O:11])=[O:10].[OH:15][C:16]1[CH:21]=[CH:20][C:19]([S+:22]([C:33]2[CH:38]=[CH:37][C:36]([C:39]([CH3:42])([CH3:41])[CH3:40])=[CH:35][CH:34]=2)[C:23]2[CH:28]=[CH:27][C:26]([C:29]([CH3:32])([CH3:31])[CH3:30])=[CH:25][CH:24]=2)=[CH:18][CH:17]=1.C(=O)([O-])[O-].[K+].[K+].CN(C)CCN(C)C.[CH:57]([O:59][CH2:60][CH2:61]Cl)=[CH2:58], predict the reaction product. The product is: [F:14][C:2]([F:1])([F:13])[C:3]1[CH:8]=[CH:7][CH:6]=[CH:5][C:4]=1[S:9]([O-:12])(=[O:11])=[O:10].[CH:57]([O:59][CH2:60][CH2:61][O:15][C:16]1[CH:21]=[CH:20][C:19]([S+:22]([C:33]2[CH:34]=[CH:35][C:36]([C:39]([CH3:42])([CH3:41])[CH3:40])=[CH:37][CH:38]=2)[C:23]2[CH:28]=[CH:27][C:26]([C:29]([CH3:32])([CH3:31])[CH3:30])=[CH:25][CH:24]=2)=[CH:18][CH:17]=1)=[CH2:58].